Predict the product of the given reaction. From a dataset of Forward reaction prediction with 1.9M reactions from USPTO patents (1976-2016). (1) Given the reactants Cl[C:2](Cl)([O:4]C(=O)OC(Cl)(Cl)Cl)Cl.[Cl:13][C:14]1[CH:19]=[CH:18][CH:17]=[CH:16][C:15]=1[CH2:20][CH2:21][NH2:22].C(N(CC)CC)C.Cl.C([O:33][C:34](=[O:54])[CH2:35][O:36][C:37]1[CH:42]=[CH:41][C:40]([F:43])=[CH:39][C:38]=1[CH:44]1[C:53]2[C:48](=[CH:49][CH:50]=[CH:51][CH:52]=2)[CH2:47][CH2:46][NH:45]1)C, predict the reaction product. The product is: [Cl:13][C:14]1[CH:19]=[CH:18][CH:17]=[CH:16][C:15]=1[CH2:20][CH2:21][NH:22][C:2]([N:45]1[CH2:46][CH2:47][C:48]2[C:53](=[CH:52][CH:51]=[CH:50][CH:49]=2)[CH:44]1[C:38]1[CH:39]=[C:40]([F:43])[CH:41]=[CH:42][C:37]=1[O:36][CH2:35][C:34]([OH:33])=[O:54])=[O:4]. (2) Given the reactants [CH3:1][S:2]([NH:5][C:6]1[CH:7]=[C:8](B(O)O)[CH:9]=[CH:10][CH:11]=1)(=[O:4])=[O:3].I[C:16]1[C:24]2[C:19](=[N:20][CH:21]=[N:22][C:23]=2[NH2:25])[N:18]([CH:26]([CH3:28])[CH3:27])[N:17]=1.C([O-])([O-])=O.[Na+].[Na+], predict the reaction product. The product is: [NH2:25][C:23]1[N:22]=[CH:21][N:20]=[C:19]2[N:18]([CH:26]([CH3:28])[CH3:27])[N:17]=[C:16]([C:8]3[CH:7]=[C:6]([NH:5][S:2]([CH3:1])(=[O:4])=[O:3])[CH:11]=[CH:10][CH:9]=3)[C:24]=12. (3) Given the reactants [Br:1][C:2]1[C:7]([NH:8][S:9]([C:12]2[CH:17]=[CH:16][C:15]([C:18]([CH3:21])([CH3:20])[CH3:19])=[CH:14][CH:13]=2)(=[O:11])=[O:10])=[CH:6][C:5]([Cl:22])=[CH:4][N:3]=1.C([O-])([O-])=O.[K+].[K+].[CH3:29][O:30][CH2:31]Cl, predict the reaction product. The product is: [Br:1][C:2]1[C:7]([N:8]([CH2:29][O:30][CH3:31])[S:9]([C:12]2[CH:17]=[CH:16][C:15]([C:18]([CH3:19])([CH3:21])[CH3:20])=[CH:14][CH:13]=2)(=[O:11])=[O:10])=[CH:6][C:5]([Cl:22])=[CH:4][N:3]=1. (4) The product is: [S:18]1[C:17]2=[CH:16][N:5]=[CH:4][CH:3]=[C:21]2[CH:20]=[CH:19]1. Given the reactants CO[CH:3](OC)[CH2:4][N:5]([CH2:16][C:17]1[S:18][CH:19]=[CH:20][CH:21]=1)S(C1C=CC(C)=CC=1)(=O)=O.Cl.[OH-].[Na+], predict the reaction product.